The task is: Predict which catalyst facilitates the given reaction.. This data is from Catalyst prediction with 721,799 reactions and 888 catalyst types from USPTO. (1) Reactant: Br[C:2]1[C:11]([O:12][C:13]([F:16])([F:15])[F:14])=[CH:10][CH:9]=[C:8]2[C:3]=1[CH:4]=[CH:5][CH:6]=[N:7]2.[CH3:17][C:18]1[C:22]([C:23]2[CH:24]=[C:25](B3OC(C)(C)C(C)(C)O3)[C:26]3[NH:30][C:29](=[O:31])[NH:28][C:27]=3[CH:32]=2)=[C:21]([CH3:42])[O:20][N:19]=1.N12CCCN=C1CCCCC2.CS(C)=O. Product: [CH3:17][C:18]1[C:22]([C:23]2[CH:24]=[C:25]([C:2]3[C:11]([O:12][C:13]([F:16])([F:15])[F:14])=[CH:10][CH:9]=[C:8]4[C:3]=3[CH:4]=[CH:5][CH:6]=[N:7]4)[C:26]3[NH:30][C:29](=[O:31])[NH:28][C:27]=3[CH:32]=2)=[C:21]([CH3:42])[O:20][N:19]=1. The catalyst class is: 6. (2) Reactant: [F:1][C:2]([F:15])([F:14])[C:3]1[CH:8]=[CH:7][C:6](/[CH:9]=[CH:10]/[C:11](O)=[O:12])=[CH:5][CH:4]=1.C[N:17](C)C=O.O=S(Cl)Cl.N. Product: [F:1][C:2]([F:15])([F:14])[C:3]1[CH:8]=[CH:7][C:6](/[CH:9]=[CH:10]/[C:11]([NH2:17])=[O:12])=[CH:5][CH:4]=1. The catalyst class is: 11. (3) Reactant: [F:1][C:2]1[CH:7]=[CH:6][C:5]([N:8]2[C:16]3[C:11](=[CH:12][C:13](CO)=[C:14]([CH3:17])[CH:15]=3)[CH:10]=[N:9]2)=[CH:4][CH:3]=1.B(F)(F)F.O(CC)[CH2:25]C.[CH3:29][O:30][C:31]([O:35][Si](C)(C)C)=[C:32]([CH3:34])[CH3:33]. Product: [F:1][C:2]1[CH:7]=[CH:6][C:5]([N:8]2[C:16]3[C:11](=[CH:12][C:13]([CH2:33][C:32]([CH3:25])([CH3:34])[C:31]([O:30][CH3:29])=[O:35])=[C:14]([CH3:17])[CH:15]=3)[CH:10]=[N:9]2)=[CH:4][CH:3]=1. The catalyst class is: 2. (4) The catalyst class is: 1. Product: [OH:13][C:6]1[CH:7]=[CH:8][C:9]([N+:10]([O-:12])=[O:11])=[C:4]2[C:5]=1[CH2:21][N:25]([CH3:24])[C:3]2=[O:2]. Reactant: C[O:2][C:3](=O)[C:4]1[C:9]([N+:10]([O-:12])=[O:11])=[CH:8][CH:7]=[C:6]([O:13][Si](C(C)(C)C)(C)C)[C:5]=1[CH2:21]Br.[CH3:24][NH2:25].CO.Cl. (5) Reactant: [C:1]([NH2:4])(=[O:3])[CH3:2].C=[O:6].[C:7]([OH:10])(=[O:9])[CH3:8].O.[C]=O.[H][H].[CH2:16]1[CH2:20][O:19]CC1. Product: [C:1]([N:4]([CH2:16][C:20]([OH:6])=[O:19])[CH2:8][C:7]([OH:10])=[O:9])(=[O:3])[CH3:2]. The catalyst class is: 45.